Dataset: NCI-60 drug combinations with 297,098 pairs across 59 cell lines. Task: Regression. Given two drug SMILES strings and cell line genomic features, predict the synergy score measuring deviation from expected non-interaction effect. (1) Drug 1: CC(CN1CC(=O)NC(=O)C1)N2CC(=O)NC(=O)C2. Drug 2: C1=C(C(=O)NC(=O)N1)F. Cell line: UACC62. Synergy scores: CSS=46.7, Synergy_ZIP=-7.02, Synergy_Bliss=-8.81, Synergy_Loewe=-3.36, Synergy_HSA=-2.55. (2) Drug 1: CC1OCC2C(O1)C(C(C(O2)OC3C4COC(=O)C4C(C5=CC6=C(C=C35)OCO6)C7=CC(=C(C(=C7)OC)O)OC)O)O. Drug 2: CC(C)(C#N)C1=CC(=CC(=C1)CN2C=NC=N2)C(C)(C)C#N. Synergy scores: CSS=0.0480, Synergy_ZIP=-5.19, Synergy_Bliss=-2.79, Synergy_Loewe=-3.99, Synergy_HSA=-4.38. Cell line: M14. (3) Drug 1: C1=NC2=C(N=C(N=C2N1C3C(C(C(O3)CO)O)O)F)N. Drug 2: COC1=C2C(=CC3=C1OC=C3)C=CC(=O)O2. Cell line: SNB-75. Synergy scores: CSS=-1.11, Synergy_ZIP=-0.620, Synergy_Bliss=-2.15, Synergy_Loewe=-0.920, Synergy_HSA=-2.27. (4) Drug 1: CN1CCC(CC1)COC2=C(C=C3C(=C2)N=CN=C3NC4=C(C=C(C=C4)Br)F)OC. Drug 2: C1=CC(=C2C(=C1NCCNCCO)C(=O)C3=C(C=CC(=C3C2=O)O)O)NCCNCCO. Cell line: MDA-MB-435. Synergy scores: CSS=42.4, Synergy_ZIP=20.4, Synergy_Bliss=20.0, Synergy_Loewe=5.97, Synergy_HSA=17.5. (5) Drug 1: COC1=C(C=C2C(=C1)N=CN=C2NC3=CC(=C(C=C3)F)Cl)OCCCN4CCOCC4. Drug 2: CN(C)C1=NC(=NC(=N1)N(C)C)N(C)C. Cell line: SK-MEL-2. Synergy scores: CSS=15.7, Synergy_ZIP=-3.98, Synergy_Bliss=4.17, Synergy_Loewe=-32.0, Synergy_HSA=1.15.